Predict the reactants needed to synthesize the given product. From a dataset of Full USPTO retrosynthesis dataset with 1.9M reactions from patents (1976-2016). (1) The reactants are: [Br:1][C:2]1[CH:16]=[CH:15][C:5]([C:6]([C:8]2[CH:13]=[CH:12][C:11]([Br:14])=[CH:10][CH:9]=2)=[O:7])=[CH:4][CH:3]=1.ClC1C=CC=CC=1C(O)C1C=CC(Cl)=CC=1. Given the product [Br:1][C:2]1[CH:3]=[CH:4][C:5]([CH:6]([OH:7])[C:8]2[CH:13]=[CH:12][C:11]([Br:14])=[CH:10][CH:9]=2)=[CH:15][CH:16]=1, predict the reactants needed to synthesize it. (2) Given the product [ClH:26].[Cl:26][C:18]1[C:17]2[C:22](=[CH:23][CH:24]=[CH:25][C:16]=2[NH:15][CH:12]2[CH2:13][CH2:14][CH:9]([NH2:8])[CH2:10][CH2:11]2)[CH:21]=[N:20][CH:19]=1, predict the reactants needed to synthesize it. The reactants are: C(OC([NH:8][CH:9]1[CH2:14][CH2:13][CH:12]([NH:15][C:16]2[CH:25]=[CH:24][CH:23]=[C:22]3[C:17]=2[C:18]([Cl:26])=[CH:19][N:20]=[CH:21]3)[CH2:11][CH2:10]1)=O)(C)(C)C.Cl.CO. (3) The reactants are: [NH2:1][C:2]1[CH:10]=[C:9]([Cl:11])[CH:8]=[CH:7][C:3]=1[C:4]([OH:6])=[O:5].FC1C=CC=CC=1C(Cl)=O.[Br:22][C:23]1[CH:31]=[CH:30][CH:29]=[CH:28][C:24]=1[C:25](Cl)=O. Given the product [Cl:11][C:9]1[CH:8]=[CH:7][C:3]2[C:4](=[O:6])[O:5][C:25]([C:24]3[CH:28]=[CH:29][CH:30]=[CH:31][C:23]=3[Br:22])=[N:1][C:2]=2[CH:10]=1, predict the reactants needed to synthesize it. (4) Given the product [CH:1]1([C:7]2[C:8]3[CH:9]=[CH:10][C:11]([C:35]([OH:37])=[O:36])=[CH:12][C:13]=3[N:14]3[CH2:21][CH2:20][N:19]([C:22](=[O:29])[CH2:23][N:24]4[CH:28]=[CH:27][N:26]=[CH:25]4)[CH2:18][C:17]4[CH:30]=[C:31]([F:34])[CH:32]=[CH:33][C:16]=4[C:15]=23)[CH2:6][CH2:5][CH2:4][CH2:3][CH2:2]1, predict the reactants needed to synthesize it. The reactants are: [CH:1]1([C:7]2[C:8]3[CH:9]=[CH:10][C:11]([C:35]([O:37]C)=[O:36])=[CH:12][C:13]=3[N:14]3[CH2:21][CH2:20][N:19]([C:22](=[O:29])[CH2:23][N:24]4[CH:28]=[CH:27][N:26]=[CH:25]4)[CH2:18][C:17]4[CH:30]=[C:31]([F:34])[CH:32]=[CH:33][C:16]=4[C:15]=23)[CH2:6][CH2:5][CH2:4][CH2:3][CH2:2]1.[OH-].[K+]. (5) The reactants are: [CH3:1][O:2][C:3](=[O:16])[C:4]1[CH:9]=[C:8]([I:10])[CH:7]=[CH:6][C:5]=1[O:11][CH:12]([CH3:15])[C:13]#[CH:14]. Given the product [CH3:1][O:2][C:3]([C:4]1[CH:9]=[C:8]([I:10])[CH:7]=[C:6]2[C:5]=1[O:11][CH:12]([CH3:15])[CH:13]=[CH:14]2)=[O:16], predict the reactants needed to synthesize it. (6) Given the product [Cl:8][C:6]1[C:7]2[C:4](=[O:10])[NH:3][CH:2]=[N:1][C:2]=2[N:3]([CH3:11])[C:4](=[O:10])[C:5]=1[F:9], predict the reactants needed to synthesize it. The reactants are: [NH2:1][C:2]1(C#N)[CH2:7][C:6]([Cl:8])=[C:5]([F:9])[C:4](=[O:10])[N:3]1[CH3:11].S(=O)(=O)(O)O. (7) Given the product [ClH:48].[C:19]1([CH:25]2[CH2:29][CH2:28][CH2:27][N:26]2[CH2:1][C:3]2[CH:18]=[CH:17][C:6]([O:7][C:8]3[CH:16]=[CH:15][C:11]([C:12]([NH2:14])=[O:13])=[CH:10][N:9]=3)=[CH:5][CH:4]=2)[CH:24]=[CH:23][CH:22]=[CH:21][CH:20]=1, predict the reactants needed to synthesize it. The reactants are: [CH:1]([C:3]1[CH:18]=[CH:17][C:6]([O:7][C:8]2[CH:16]=[CH:15][C:11]([C:12]([NH2:14])=[O:13])=[CH:10][N:9]=2)=[CH:5][CH:4]=1)=O.[C:19]1([CH:25]2[CH2:29][CH2:28][CH2:27][NH:26]2)[CH:24]=[CH:23][CH:22]=[CH:21][CH:20]=1.C(O[BH-](OC(=O)C)OC(=O)C)(=O)C.[Na+].C(O)(=O)C.[Cl:48]CCCl.